From a dataset of Reaction yield outcomes from USPTO patents with 853,638 reactions. Predict the reaction yield, written as a fraction of the theoretical maximum amount of product (1.0 means a 100% yield; for example, 0.34 means a 34% yield). (1) The reactants are [NH2:1][C@@H:2]([C:5]([OH:7])=[O:6])[CH2:3][OH:4].C([BH3-])#N.[Na+].[CH:12](=O)[C:13]1[CH:18]=[CH:17][CH:16]=[CH:15][CH:14]=1. The catalyst is CO. The product is [CH2:12]([NH:1][C@@H:2]([C:5]([OH:7])=[O:6])[CH2:3][OH:4])[C:13]1[CH:18]=[CH:17][CH:16]=[CH:15][CH:14]=1. The yield is 0.600. (2) The reactants are [CH:1]1[C:9]2[N:8]3[C:10]([C:13]45[CH2:20][CH2:19][C:16]([NH:21]C(=O)OCC6C=CC=CC=6)([CH2:17][CH2:18]4)[CH2:15][CH2:14]5)=[CH:11][N:12]=[C:7]3[CH:6]=[N:5][C:4]=2[NH:3][CH:2]=1.[BrH:32]. The catalyst is CCOC(C)=O. The product is [BrH:32].[CH:1]1[C:9]2[N:8]3[C:10]([C:13]45[CH2:20][CH2:19][C:16]([NH2:21])([CH2:17][CH2:18]4)[CH2:15][CH2:14]5)=[CH:11][N:12]=[C:7]3[CH:6]=[N:5][C:4]=2[NH:3][CH:2]=1. The yield is 0.830. (3) The reactants are [Cl:1][C:2]1[C:10]([OH:11])=[CH:9][C:8]([Cl:12])=[CH:7][C:3]=1[C:4](O)=[O:5]. The catalyst is C1COCC1. The product is [Cl:1][C:2]1[C:3]([CH2:4][OH:5])=[CH:7][C:8]([Cl:12])=[CH:9][C:10]=1[OH:11]. The yield is 0.460.